Dataset: Forward reaction prediction with 1.9M reactions from USPTO patents (1976-2016). Task: Predict the product of the given reaction. (1) Given the reactants [C:1]([C:3]1[CH:8]=[CH:7][C:6]([N:9]2[CH2:14][CH2:13][CH2:12][C@H:11]([NH:15][C@@H:16]3[CH2:21][CH2:20][CH2:19][CH2:18][C@H:17]3[NH:22]C(=O)CC3C4C(=CC=CC=4)N(C)C=3)[CH2:10]2)=[CH:5][CH:4]=1)#[N:2].[C:36](Cl)(=[O:47])[O:37][CH2:38][C:39]1[CH:44]=[CH:43][C:42]([CH3:45])=[CH:41][C:40]=1[Cl:46], predict the reaction product. The product is: [C:1]([C:3]1[CH:8]=[CH:7][C:6]([N:9]2[CH2:14][CH2:13][CH2:12][C@H:11]([NH:15][C@@H:16]3[CH2:21][CH2:20][CH2:19][CH2:18][C@H:17]3[NH:22][C:36](=[O:47])[O:37][CH2:38][C:39]3[CH:44]=[CH:43][C:42]([CH3:45])=[CH:41][C:40]=3[Cl:46])[CH2:10]2)=[CH:5][CH:4]=1)#[N:2]. (2) Given the reactants [CH2:1]([N:5]=[C:6]=[O:7])[CH2:2][CH2:3][CH3:4].[NH2:8][C:9]1[N:14]=[N:13][C:12]([N:15]2[CH2:20][CH2:19][N:18]([C:21]([C:23]3[CH:28]=[CH:27][CH:26]=[CH:25][C:24]=3[C:29]([F:32])([F:31])[F:30])=[O:22])[CH2:17][CH2:16]2)=[CH:11][CH:10]=1, predict the reaction product. The product is: [CH2:1]([NH:5][C:6]([NH:8][C:9]1[N:14]=[N:13][C:12]([N:15]2[CH2:16][CH2:17][N:18]([C:21](=[O:22])[C:23]3[CH:28]=[CH:27][CH:26]=[CH:25][C:24]=3[C:29]([F:32])([F:31])[F:30])[CH2:19][CH2:20]2)=[CH:11][CH:10]=1)=[O:7])[CH2:2][CH2:3][CH3:4]. (3) Given the reactants [OH:1][C@@H:2]1[C@:10]2([CH3:11])[C@H:5]([CH2:6][C@@H:7]([C:35]3[CH:40]=[CH:39][C:38]([O:41][CH:42]4[CH2:47][CH2:46][CH2:45][CH2:44][O:43]4)=[CH:37][CH:36]=3)[C@@H:8]([C:12]3[CH:17]=[CH:16][C:15]([O:18][CH2:19][CH2:20][CH2:21][CH2:22][CH2:23][S:24][CH2:25][CH2:26][CH2:27][C:28]([F:34])([F:33])[C:29]([F:32])([F:31])[F:30])=[CH:14][CH:13]=3)[CH2:9]2)[CH2:4][CH2:3]1.[C:48](OC(=O)C)(=[O:50])[CH3:49].C(=O)(O)[O-].[Na+], predict the reaction product. The product is: [C:48]([O:1][C@@H:2]1[C@:10]2([CH3:11])[C@H:5]([CH2:6][C@@H:7]([C:35]3[CH:36]=[CH:37][C:38]([O:41][CH:42]4[CH2:47][CH2:46][CH2:45][CH2:44][O:43]4)=[CH:39][CH:40]=3)[C@@H:8]([C:12]3[CH:17]=[CH:16][C:15]([O:18][CH2:19][CH2:20][CH2:21][CH2:22][CH2:23][S:24][CH2:25][CH2:26][CH2:27][C:28]([F:33])([F:34])[C:29]([F:30])([F:31])[F:32])=[CH:14][CH:13]=3)[CH2:9]2)[CH2:4][CH2:3]1)(=[O:50])[CH3:49]. (4) Given the reactants [O:1]=[S:2]1(=[O:49])[CH2:7][CH2:6][N:5]([CH2:8][CH2:9][NH:10][C@:11]23[CH2:45][CH2:44][C@@H:43]([C:46]([CH3:48])=[CH2:47])[C@@H:12]2[C@@H:13]2[C@@:26]([CH3:29])([CH2:27][CH2:28]3)[C@@:25]3([CH3:30])[C@@H:16]([C@:17]4([CH3:42])[C@@H:22]([CH2:23][CH2:24]3)[C:21]([CH3:32])([CH3:31])[C:20]([CH2:33][CH2:34][C:35]([CH3:41])([CH3:40])[CH2:36][C:37](O)=[O:38])=[CH:19][CH2:18]4)[CH2:15][CH2:14]2)[CH2:4][CH2:3]1.C(Cl)CCl.C1C=CC2N(O)N=NC=2C=1.C(N(CC)C(C)C)(C)C.[N:73]#[C:74][NH2:75], predict the reaction product. The product is: [C:74]([NH:75][C:37](=[O:38])[CH2:36][C:35]([CH3:41])([CH3:40])[CH2:34][CH2:33][C:20]1[C:21]([CH3:32])([CH3:31])[C@H:22]2[C@:17]([CH3:42])([CH2:18][CH:19]=1)[C@@H:16]1[C@:25]([CH3:30])([C@@:26]3([CH3:29])[C@H:13]([CH2:14][CH2:15]1)[C@H:12]1[C@H:43]([C:46]([CH3:48])=[CH2:47])[CH2:44][CH2:45][C@:11]1([NH:10][CH2:9][CH2:8][N:5]1[CH2:4][CH2:3][S:2](=[O:49])(=[O:1])[CH2:7][CH2:6]1)[CH2:28][CH2:27]3)[CH2:24][CH2:23]2)#[N:73]. (5) Given the reactants Cl[C:2]1[N:11]=[C:10]([N:12]([C:14]2[CH:19]=[CH:18][C:17]([O:20][CH3:21])=[CH:16][CH:15]=2)[CH3:13])[C:9]2[C:4](=[CH:5][CH:6]=[CH:7][CH:8]=2)[N:3]=1.C(N(C(C)C)CC)(C)C.[CH2:31]([NH2:36])[CH2:32][CH2:33][CH2:34][NH2:35], predict the reaction product. The product is: [NH2:35][CH2:34][CH2:33][CH2:32][CH2:31][NH:36][C:2]1[N:11]=[C:10]([N:12]([C:14]2[CH:19]=[CH:18][C:17]([O:20][CH3:21])=[CH:16][CH:15]=2)[CH3:13])[C:9]2[C:4](=[CH:5][CH:6]=[CH:7][CH:8]=2)[N:3]=1.